From a dataset of Forward reaction prediction with 1.9M reactions from USPTO patents (1976-2016). Predict the product of the given reaction. (1) Given the reactants [Cl-].[Al+3].[Cl-].[Cl-].C(S)CCCCCCCCCCC.[CH3:18][O:19][C:20](=[O:31])[C:21]1[CH:26]=[C:25]([Cl:27])[C:24]([O:28]C)=[CH:23][C:22]=1[OH:30], predict the reaction product. The product is: [CH3:18][O:19][C:20](=[O:31])[C:21]1[CH:26]=[C:25]([Cl:27])[C:24]([OH:28])=[CH:23][C:22]=1[OH:30]. (2) The product is: [F:1][C:2]1[CH:7]=[CH:6][C:5]([S:8]([NH:12][C:13]2[CH:14]=[C:15]([CH:25]=[CH:26][C:27]=2[O:28][CH3:29])[C:16]([NH:18][C:19]2[CH:24]=[CH:23][CH:22]=[CH:21][CH:20]=2)=[O:17])(=[O:10])=[O:9])=[CH:4][CH:3]=1. Given the reactants [F:1][C:2]1[CH:7]=[CH:6][C:5]([S:8](Cl)(=[O:10])=[O:9])=[CH:4][CH:3]=1.[NH2:12][C:13]1[CH:14]=[C:15]([CH:25]=[CH:26][C:27]=1[O:28][CH3:29])[C:16]([NH:18][C:19]1[CH:24]=[CH:23][CH:22]=[CH:21][CH:20]=1)=[O:17], predict the reaction product.